Dataset: Catalyst prediction with 721,799 reactions and 888 catalyst types from USPTO. Task: Predict which catalyst facilitates the given reaction. (1) Reactant: [NH:1](C(OCC1C2C(=CC=CC=2)C2C1=CC=CC=2)=O)[C@H:2]([C:19]([OH:21])=[O:20])[CH2:3][CH2:4][CH2:5][NH:6]C(=C1C(=O)CC(C)(C)CC1=O)C.C1C=CC2N(O)N=NC=2C=1.CN(C(ON1N=NC2C=CC=CC1=2)=[N+](C)C)C.F[P-](F)(F)(F)(F)F.CN1CCOCC1. Product: [NH2:1][C@H:2]([C:19]([OH:21])=[O:20])[CH2:3][CH2:4][CH2:5][NH2:6]. The catalyst class is: 3. (2) Reactant: [Cl:1][C:2]1[C:3]([CH3:26])=[C:4]([CH2:8][N:9]2[C:14]3[N:15]=[C:16]([N:18]4[CH2:23][CH2:22][O:21][CH2:20][CH2:19]4)[S:17][C:13]=3[C:12](=[O:24])[NH:11][C:10]2=[S:25])[CH:5]=[CH:6][CH:7]=1.[CH3:27]I. Product: [Cl:1][C:2]1[C:3]([CH3:26])=[C:4]([CH2:8][N:9]2[C:14]3[N:15]=[C:16]([N:18]4[CH2:19][CH2:20][O:21][CH2:22][CH2:23]4)[S:17][C:13]=3[C:12](=[O:24])[N:11]=[C:10]2[S:25][CH3:27])[CH:5]=[CH:6][CH:7]=1. The catalyst class is: 7. (3) Reactant: [NH:1]1[C:9]2[C:4](=[N:5][CH:6]=[CH:7][CH:8]=2)[CH:3]=[CH:2]1.[H-].[Na+].[CH2:12](Br)[C:13]1[CH:18]=[CH:17][CH:16]=[CH:15][CH:14]=1. Product: [CH2:12]([N:1]1[C:9]2[C:4](=[N:5][CH:6]=[CH:7][CH:8]=2)[CH:3]=[CH:2]1)[C:13]1[CH:18]=[CH:17][CH:16]=[CH:15][CH:14]=1. The catalyst class is: 3. (4) Reactant: Cl.[CH:2]1([C:6]2[NH:7][N:8]=[C:9]3[C:14]=2[CH:13]=[CH:12][C:11](=[O:15])[NH:10]3)[CH2:5][CH2:4][CH2:3]1. Product: [CH:2]1([C:6]2[NH:7][N:8]=[C:9]3[C:14]=2[CH2:13][CH2:12][C:11](=[O:15])[NH:10]3)[CH2:3][CH2:4][CH2:5]1. The catalyst class is: 19. (5) Reactant: [O:1]1[C:6]2[CH:7]=[CH:8][C:9]([CH2:11][N:12]([CH:20]3[CH2:25][CH2:24][N:23]([CH2:26][CH2:27][N:28]4[C:37]5[C:32](=[CH:33][CH:34]=[CH:35][CH:36]=5)[C:31]([C:38]5[CH:43]=[CH:42][N:41]=[CH:40][CH:39]=5)=[CH:30][C:29]4=[O:44])[CH2:22][CH2:21]3)C(=O)OC(C)(C)C)=[CH:10][C:5]=2[O:4][CH2:3][CH2:2]1.FC(F)(F)C(O)=O.C(=O)([O-])O.[Na+].[ClH:57].C(OCC)(=O)C. Product: [ClH:57].[O:1]1[C:6]2[CH:7]=[CH:8][C:9]([CH2:11][NH:12][CH:20]3[CH2:25][CH2:24][N:23]([CH2:26][CH2:27][N:28]4[C:37]5[C:32](=[CH:33][CH:34]=[CH:35][CH:36]=5)[C:31]([C:38]5[CH:39]=[CH:40][N:41]=[CH:42][CH:43]=5)=[CH:30][C:29]4=[O:44])[CH2:22][CH2:21]3)=[CH:10][C:5]=2[O:4][CH2:3][CH2:2]1. The catalyst class is: 22. (6) Reactant: [CH3:1][O:2][CH2:3][CH2:4][O:5][CH2:6][CH2:7][O:8][CH2:9][CH2:10][OH:11].[C:12](O)(=[O:15])[CH2:13][SH:14].C1(C)C=CC(S(O)(=O)=O)=CC=1.S([O-])([O-])(=O)=O.[Mg+2]. Product: [SH:14][CH2:13][C:12]([O:11][CH2:10][CH2:9][O:8][CH2:7][CH2:6][O:5][CH2:4][CH2:3][O:2][CH3:1])=[O:15]. The catalyst class is: 11. (7) Product: [C:1]([C:3]1[CH:4]=[CH:5][C:6]([C:7](=[O:9])[CH2:28][C:27]([O:26][CH2:24][CH3:25])=[O:32])=[CH:10][CH:11]=1)#[N:2]. The catalyst class is: 577. Reactant: [C:1]([C:3]1[CH:11]=[CH:10][C:6]([C:7]([OH:9])=O)=[CH:5][CH:4]=1)#[N:2].C(N1C=CN=C1)(N1C=CN=C1)=O.[CH2:24]([O:26][C:27](=[O:32])[CH2:28]C(O)=O)[CH3:25].CCN(CC)CC.[Mg+2].[Cl-].[Cl-].C(OC(=O)CC([O-])=O)C.[K+]. (8) Reactant: C(Cl)(=O)C(Cl)=O.[F:7][C:8]1[CH:16]=[CH:15][C:11]([C:12]([OH:14])=O)=[CH:10][CH:9]=1.CCN(C(C)C)C(C)C.[CH3:26][O:27][C:28]1[CH:29]=[C:30]([CH2:36][CH2:37][C:38]2[CH:39]=[C:40]([NH2:43])[NH:41][N:42]=2)[CH:31]=[C:32]([O:34][CH3:35])[CH:33]=1. Product: [CH3:35][O:34][C:32]1[CH:31]=[C:30]([CH2:36][CH2:37][C:38]2[CH:39]=[C:40]([NH:43][C:12](=[O:14])[C:11]3[CH:10]=[CH:9][C:8]([F:7])=[CH:16][CH:15]=3)[NH:41][N:42]=2)[CH:29]=[C:28]([O:27][CH3:26])[CH:33]=1. The catalyst class is: 139. (9) The catalyst class is: 19. Product: [NH2:2][CH2:1][C:3]1[CH:12]=[CH:11][CH:10]=[CH:9][C:4]=1[C:5]([O:7][CH3:8])=[O:6].[ClH:13]. Reactant: [C:1]([C:3]1[CH:12]=[CH:11][CH:10]=[CH:9][C:4]=1[C:5]([O:7][CH3:8])=[O:6])#[N:2].[ClH:13].O1CCOCC1. (10) Reactant: [CH3:1][C:2]([O-:4])=[O:3].[Na+].[CH3:6][C:7](O)=O. The catalyst class is: 6. Product: [C:2]([O-:4])(=[O:3])[CH3:1].[CH3:2][C@H:1]1[C@H:2]2[CH2:1][C@H:7]3[C:1]([CH3:1])([CH3:6])[C@@H:2]([CH2:7][CH2:6][C@:2]2([CH3:1])[CH2:2][CH2:6][CH2:7]1)[C@H:7]([CH3:6])[CH2:7][CH2:6]3.